From a dataset of Full USPTO retrosynthesis dataset with 1.9M reactions from patents (1976-2016). Predict the reactants needed to synthesize the given product. Given the product [NH2:2][CH2:1][CH2:3][C:4]1[CH:13]=[C:12]2[C:7]([CH:8]([NH:14][C:15](=[O:38])[CH2:16][CH:17]([C:32]3[CH:33]=[CH:34][CH:35]=[CH:36][CH:37]=3)[NH:18][S:19]([C:22]3[CH:27]=[CH:26][CH:25]=[C:24]([C:28]([F:31])([F:29])[F:30])[CH:23]=3)(=[O:21])=[O:20])[CH2:9][CH2:10][O:11]2)=[CH:6][CH:5]=1, predict the reactants needed to synthesize it. The reactants are: [C:1]([CH2:3][C:4]1[CH:13]=[C:12]2[C:7]([CH:8]([NH:14][C:15](=[O:38])[CH2:16][CH:17]([C:32]3[CH:37]=[CH:36][CH:35]=[CH:34][CH:33]=3)[NH:18][S:19]([C:22]3[CH:27]=[CH:26][CH:25]=[C:24]([C:28]([F:31])([F:30])[F:29])[CH:23]=3)(=[O:21])=[O:20])[CH2:9][CH2:10][O:11]2)=[CH:6][CH:5]=1)#[N:2].